This data is from Retrosynthesis with 50K atom-mapped reactions and 10 reaction types from USPTO. The task is: Predict the reactants needed to synthesize the given product. (1) The reactants are: CN1CCCC(CCl)C1.C[C@@H](NCc1ccc(Cl)c(O)c1)c1cccc(Cl)c1. Given the product C[C@@H](NCc1ccc(Cl)c(OCC2CCCN(C)C2)c1)c1cccc(Cl)c1, predict the reactants needed to synthesize it. (2) Given the product CC1(C)COc2ccc(Br)cc21, predict the reactants needed to synthesize it. The reactants are: CC(C)(CCl)c1cc(Br)ccc1O. (3) Given the product O=C(O)c1cn2c(c1O)C(=O)N(Cc1ccc(F)cc1)CC2, predict the reactants needed to synthesize it. The reactants are: CCOC(=O)c1cn2c(c1O)C(=O)N(Cc1ccc(F)cc1)CC2. (4) The reactants are: CNCCC#N.COc1cc2nc(Cl)nc(N)c2cc1OC. Given the product COc1cc2nc(N(C)CCC#N)nc(N)c2cc1OC, predict the reactants needed to synthesize it. (5) Given the product C[C@@H](NC(=O)NCCCCC1CCSS1)C(=O)NS(N)(=O)=O, predict the reactants needed to synthesize it. The reactants are: C[C@@H](NC(=O)NCCCCC1CCSS1)C(=O)O.NS(N)(=O)=O. (6) Given the product CC(C)c1nc(-c2ccc(C(F)(F)F)cc2)oc1C(C)CO, predict the reactants needed to synthesize it. The reactants are: CCOC(=O)C(C)c1oc(-c2ccc(C(F)(F)F)cc2)nc1C(C)C. (7) Given the product COc1cccc(-c2nn(COCC[Si](C)(C)C)nc2CBr)c1, predict the reactants needed to synthesize it. The reactants are: BrC(Br)(Br)Br.COc1cccc(-c2nn(COCC[Si](C)(C)C)nc2CO)c1. (8) Given the product O=c1ccn2cc(/C=C\c3ccc(F)cc3F)ccc2c1-c1c(F)cccc1F, predict the reactants needed to synthesize it. The reactants are: O=c1ccn2cc(C#Cc3ccc(F)cc3F)ccc2c1-c1c(F)cccc1F. (9) The reactants are: CN(C)C1CCNCC1.O=c1[nH]c(Cl)cc2c(Br)cc(Cl)cc12. Given the product CN(C)C1CCN(c2cc3c(Br)cc(Cl)cc3c(=O)[nH]2)CC1, predict the reactants needed to synthesize it. (10) Given the product Cc1ccc(C2=CCC(C)(C)c3ccc(C#Cc4ccc(C(=O)O)cc4)cc32)cc1, predict the reactants needed to synthesize it. The reactants are: CCOC(=O)c1ccc(C#Cc2ccc3c(c2)C(c2ccc(C)cc2)=CCC3(C)C)cc1.